Dataset: Catalyst prediction with 721,799 reactions and 888 catalyst types from USPTO. Task: Predict which catalyst facilitates the given reaction. (1) Reactant: [NH2:1][C:2]1[N:3]([CH3:8])[O:4][C:5](=[O:7])[CH:6]=1.[N+:9]([C:12]1[S:16][CH:15]=[C:14]([CH:17]=O)[CH:13]=1)([O-:11])=[O:10].[O:19]1[CH2:24][C:23](=O)[CH2:22][C:21](=[O:26])[CH2:20]1. Product: [CH3:8][N:3]1[C:2]2[NH:1][C:23]3[CH2:24][O:19][CH2:20][C:21](=[O:26])[C:22]=3[CH:17]([C:14]3[CH:13]=[C:12]([N+:9]([O-:11])=[O:10])[S:16][CH:15]=3)[C:6]=2[C:5](=[O:7])[O:4]1. The catalyst class is: 8. (2) Reactant: [C:1]([O-])([O-])=O.[K+].[K+].[Na+].[I-].[CH3:9][NH:10][CH2:11][C:12]1[CH:17]=[CH:16][CH:15]=[CH:14][CH:13]=1.[OH:18][C@H:19]([CH2:33][CH2:34][CH3:35])[CH2:20]COS(C1C=CC(C)=CC=1)(=O)=O. Product: [CH2:11]([N:10]([CH3:1])[CH2:9][CH2:20][C@H:19]([OH:18])[CH2:33][CH2:34][CH3:35])[C:12]1[CH:17]=[CH:16][CH:15]=[CH:14][CH:13]=1. The catalyst class is: 10. (3) Reactant: [H-].[Na+].[NH2:3][C:4]1[CH:5]=[C:6]([OH:10])[CH:7]=[CH:8][CH:9]=1.[CH2:11]([O:13][CH2:14]Cl)[CH3:12]. Product: [CH2:11]([O:13][CH2:14][O:10][C:6]1[CH:5]=[C:4]([NH2:3])[CH:9]=[CH:8][CH:7]=1)[CH3:12]. The catalyst class is: 10. (4) Reactant: Cl.[Cl:2][C:3]1[CH:8]=[CH:7][C:6]([NH:9][NH2:10])=[CH:5][CH:4]=1.C([CH:13](O)[C:14]([O-:16])=[O:15])C.[CH3:18]O. Product: [CH3:18][O:16][C:14](=[O:15])[CH:13]=[N:10][NH:9][C:6]1[CH:7]=[CH:8][C:3]([Cl:2])=[CH:4][CH:5]=1. The catalyst class is: 11. (5) Reactant: [CH:1]1[C:13]2[CH:12]([CH2:14][O:15][C:16]([NH:18][C:19]([CH3:27])([CH3:26])[CH2:20]/[CH:21]=[CH:22]/[C:23](O)=[O:24])=[O:17])[C:11]3[C:6](=[CH:7][CH:8]=[CH:9][CH:10]=3)[C:5]=2[CH:4]=[CH:3][CH:2]=1.ON1C2N=CC=CC=2N=N1.Cl.C(N=C=NCCCN(C)C)C.CN(C)C(=O)[C@H](NC)CC1C=CC=CC=1.[CH3:65][N:66]([CH3:95])[C:67]([C@H:69]([N:77]([CH3:94])[C:78](=[O:93])[CH:79]([NH:91][CH3:92])[CH2:80][C:81]1[CH:90]=[CH:89][C:88]2[C:83](=[CH:84][CH:85]=[CH:86][CH:87]=2)[CH:82]=1)[CH2:70][C:71]1[CH:76]=[CH:75][CH:74]=[CH:73][CH:72]=1)=[O:68].C(N(C(C)C)CC)(C)C. Product: [CH:1]1[C:13]2[CH:12]([CH2:14][O:15][C:16](=[O:17])[NH:18][C:19]([CH3:26])([CH3:27])[CH2:20]/[CH:21]=[CH:22]/[C:23](=[O:24])[N:91]([C@@H:79]([C:78](=[O:93])[N:77]([C@@H:69]([C:67](=[O:68])[N:66]([CH3:65])[CH3:95])[CH2:70][C:71]3[CH:72]=[CH:73][CH:74]=[CH:75][CH:76]=3)[CH3:94])[CH2:80][C:81]3[CH:90]=[CH:89][C:88]4[C:83](=[CH:84][CH:85]=[CH:86][CH:87]=4)[CH:82]=3)[CH3:92])[C:11]3[C:6](=[CH:7][CH:8]=[CH:9][CH:10]=3)[C:5]=2[CH:4]=[CH:3][CH:2]=1. The catalyst class is: 4. (6) Reactant: [CH2:1]([C:4]1[C:12]([N:13]([CH2:20][CH3:21])[CH:14]2[CH2:19][CH2:18][O:17][CH2:16][CH2:15]2)=[CH:11][CH:10]=[CH:9][C:5]=1[C:6]([OH:8])=O)[CH:2]=[CH2:3].[NH2:22][CH2:23][C:24]1[C:25]([O:37][CH3:38])=[N:26][C:27]([CH3:36])=[CH:28][C:29]=1[CH2:30][CH:31]([CH:34]=[CH2:35])[CH2:32][OH:33].C(Cl)CCl.C1C=NC2N(O)N=NC=2C=1.CN1CCOCC1. Product: [CH2:1]([C:4]1[C:12]([N:13]([CH2:20][CH3:21])[CH:14]2[CH2:19][CH2:18][O:17][CH2:16][CH2:15]2)=[CH:11][CH:10]=[CH:9][C:5]=1[C:6]([NH:22][CH2:23][C:24]1[C:25]([O:37][CH3:38])=[N:26][C:27]([CH3:36])=[CH:28][C:29]=1[CH2:30][CH:31]([CH2:32][OH:33])[CH:34]=[CH2:35])=[O:8])[CH:2]=[CH2:3]. The catalyst class is: 2.